Dataset: Peptide-MHC class II binding affinity with 134,281 pairs from IEDB. Task: Regression. Given a peptide amino acid sequence and an MHC pseudo amino acid sequence, predict their binding affinity value. This is MHC class II binding data. (1) The peptide sequence is SPLLTEGFKLLSSLV. The MHC is DRB1_1101 with pseudo-sequence DRB1_1101. The binding affinity (normalized) is 0.644. (2) The peptide sequence is AYAQRVYQANRAAGS. The MHC is DRB1_1302 with pseudo-sequence DRB1_1302. The binding affinity (normalized) is 0.676. (3) The peptide sequence is GELQIVDKIDAAFGI. The MHC is DRB3_0101 with pseudo-sequence DRB3_0101. The binding affinity (normalized) is 0.587. (4) The peptide sequence is ASIIRLVGAVLAEQH. The MHC is DRB3_0202 with pseudo-sequence DRB3_0202. The binding affinity (normalized) is 0.454. (5) The peptide sequence is VLEKLELLQRRFGGT. The MHC is DRB1_0701 with pseudo-sequence DRB1_0701. The binding affinity (normalized) is 0.495.